Predict the product of the given reaction. From a dataset of Forward reaction prediction with 1.9M reactions from USPTO patents (1976-2016). (1) Given the reactants [O:1]=[C:2]1[CH2:7][CH2:6][CH:5]([C:8]([C:10]2[S:14][C:13]([NH2:15])=[N:12][C:11]=2[C:16]2[O:17][CH:18]=[CH:19][CH:20]=2)=[O:9])[CH2:4][CH2:3]1.[C:21](O)(=[O:28])[C:22]1[CH:27]=[CH:26][N:25]=[CH:24][CH:23]=1.CCN=C=NCCCN(C)C.Cl.O.ON1C2C=CC=CC=2N=N1, predict the reaction product. The product is: [O:17]1[CH:18]=[CH:19][CH:20]=[C:16]1[C:11]1[N:12]=[C:13]([NH:15][C:21]([C:22]2[CH:27]=[CH:26][N:25]=[CH:24][CH:23]=2)=[O:28])[S:14][C:10]=1[C:8]([CH:5]1[CH2:6][CH2:7][C:2](=[O:1])[CH2:3][CH2:4]1)=[O:9]. (2) Given the reactants [C:1]([C:3]1[CH:4]=[CH:5][CH:6]=[C:7]2[C:11]=1[C:10](=[O:12])[NH:9][CH2:8]2)#[CH:2].Cl[C:14]1[C:19]([C:20]([F:23])([F:22])[F:21])=[CH:18][N:17]=[C:16]([NH:24][C:25]2[CH:30]=[CH:29][C:28]([N:31]3[CH2:36][CH2:35][N:34]([C:37]([O:39][C:40]([CH3:43])([CH3:42])[CH3:41])=[O:38])[CH2:33][CH2:32]3)=[CH:27][CH:26]=2)[N:15]=1.C(N(CC)CC)C.C1(P(C2C=CC=CC=2)C2C=CC=CC=2)C=CC=CC=1, predict the reaction product. The product is: [O:12]=[C:10]1[C:11]2[C:7](=[CH:6][CH:5]=[CH:4][C:3]=2[C:1]#[C:2][C:18]2[C:19]([C:20]([F:22])([F:21])[F:23])=[CH:14][N:15]=[C:16]([NH:24][C:25]3[CH:26]=[CH:27][C:28]([N:31]4[CH2:32][CH2:33][N:34]([C:37]([O:39][C:40]([CH3:43])([CH3:42])[CH3:41])=[O:38])[CH2:35][CH2:36]4)=[CH:29][CH:30]=3)[N:17]=2)[CH2:8][NH:9]1.